This data is from Forward reaction prediction with 1.9M reactions from USPTO patents (1976-2016). The task is: Predict the product of the given reaction. Given the reactants [N:1]([C:4]1[N:9]=[CH:8][N:7]=[C:6]([O:10][C:11]2[CH:16]=[CH:15][C:14]([NH:17][C:18](=[O:34])[NH:19][C:20]3[CH:21]=[C:22]([CH:27]=[C:28]([C:30]([F:33])([F:32])[F:31])[CH:29]=3)[C:23]([NH:25][CH3:26])=[O:24])=[CH:13][CH:12]=2)[CH:5]=1)=[N+]=[N-], predict the reaction product. The product is: [NH2:1][C:4]1[N:9]=[CH:8][N:7]=[C:6]([O:10][C:11]2[CH:16]=[CH:15][C:14]([NH:17][C:18](=[O:34])[NH:19][C:20]3[CH:21]=[C:22]([CH:27]=[C:28]([C:30]([F:32])([F:33])[F:31])[CH:29]=3)[C:23]([NH:25][CH3:26])=[O:24])=[CH:13][CH:12]=2)[CH:5]=1.